From a dataset of Forward reaction prediction with 1.9M reactions from USPTO patents (1976-2016). Predict the product of the given reaction. (1) The product is: [F:30][C:29]([F:32])([F:31])[O:28][C:24]1[CH:23]=[C:22]([C:19]2[N:17]3[N:18]=[C:13]([NH:1][CH2:2][CH:3]4[CH2:4][CH2:5][CH:37]([CH2:36][CH2:38][OH:46])[CH2:7][CH2:8]4)[CH:14]=[CH:15][C:16]3=[N:21][CH:20]=2)[CH:27]=[CH:26][CH:25]=1. Given the reactants [NH2:1][CH2:2][CH:3]1[CH2:8][CH2:7]N(CCO)[CH2:5][CH2:4]1.Cl[C:13]1[CH:14]=[CH:15][C:16]2[N:17]([C:19]([C:22]3[CH:27]=[CH:26][CH:25]=[C:24]([O:28][C:29]([F:32])([F:31])[F:30])[CH:23]=3)=[CH:20][N:21]=2)[N:18]=1.CCN(C(C)C)[CH:36]([CH3:38])[CH3:37].[F-].[Cs+].CS(C)=[O:46], predict the reaction product. (2) The product is: [CH2:1]([NH:3][CH2:4][C:5]1[CH:10]=[C:9]([Br:11])[CH:8]=[CH:7][C:6]=1[NH2:12])[CH3:2]. Given the reactants [CH2:1]([NH:3][CH2:4][C:5]1[CH:10]=[C:9]([Br:11])[CH:8]=[CH:7][C:6]=1[N+:12]([O-])=O)[CH3:2].Cl, predict the reaction product. (3) The product is: [CH3:1][O:2][C:3]([NH:5][C@H:6]([C:58]1[CH:63]=[CH:62][CH:61]=[CH:60][CH:59]=1)[C:7]([N:9]1[CH2:13][CH2:12][CH2:11][C@H:10]1[C:14]1[NH:15][C:16]([C:19]2[CH:20]=[CH:21][C:22]3[C:31]4[C:26](=[C:27]5[CH:35]=[CH:34][C:33]([C:36]6[NH:40][C:39]([C@@H:41]7[CH2:45][CH2:44][CH2:43][N:42]7[C:46](=[O:56])[C@@H:47]([NH:51][C:52](=[O:55])[O:53][CH3:54])[CH2:48][CH3:49])=[N:38][CH:37]=6)=[CH:32][C:28]5=[CH:29][CH:30]=4)[O:25][CH2:24][C:23]=3[CH:57]=2)=[CH:17][N:18]=1)=[O:8])=[O:4]. Given the reactants [CH3:1][O:2][C:3]([NH:5][C@H:6]([C:58]1[CH:63]=[CH:62][CH:61]=[CH:60][CH:59]=1)[C:7]([N:9]1[CH2:13][CH2:12][CH2:11][C@H:10]1[C:14]1[NH:15][C:16]([C:19]2[CH:20]=[CH:21][C:22]3[C:31]4[C:26](=[C:27]5[CH:35]=[CH:34][C:33]([C:36]6[NH:40][C:39]([C@@H:41]7[CH2:45][CH2:44][CH2:43][N:42]7[C:46](=[O:56])[C@@H:47]([NH:51][C:52](=[O:55])[O:53][CH3:54])[CH:48](C)[CH3:49])=[N:38][CH:37]=6)=[CH:32][C:28]5=[CH:29][CH:30]=4)[O:25][CH2:24][C:23]=3[CH:57]=2)=[CH:17][N:18]=1)=[O:8])=[O:4].COC(N[C@@H](C(C)C)C(O)=O)=O, predict the reaction product. (4) Given the reactants [CH3:1][C:2]1[CH:3]=[CH:4][C:5]([N:11]2[N:15]=[CH:14][CH:13]=[N:12]2)=[C:6]([CH:10]=1)[C:7]([OH:9])=O.C(Cl)C[Cl:18].[N:20]1[C:28]2[C:23](=[N:24][CH:25]=[CH:26][CH:27]=2)N(O)N=1.C(N(CC)CC)C.N[C@H]1CCC[C@@H]1NC(=O)OC(C)(C)C, predict the reaction product. The product is: [ClH:18].[NH2:24][C@H:23]1[CH2:25][CH2:26][CH2:27][C@@H:28]1[NH:20][C:7](=[O:9])[C:6]1[CH:10]=[C:2]([CH3:1])[CH:3]=[CH:4][C:5]=1[N:11]1[N:15]=[CH:14][CH:13]=[N:12]1. (5) Given the reactants CCCC[N+](CCCC)(CCCC)CCCC.[F-].[CH3:19][O:20][C:21]1[CH:26]=[CH:25][N:24]=[C:23]([C:27]#C[Si](C)(C)C)[C:22]=1[NH:33][C:34](=O)OCC, predict the reaction product. The product is: [CH3:19][O:20][C:21]1[CH:26]=[CH:25][N:24]=[C:23]2[CH:27]=[CH:34][NH:33][C:22]=12. (6) Given the reactants [I:1][C:2]1[CH:7]=[CH:6][C:5]([NH:8][C:9]2[N:14]=[CH:13][CH:12]=[CH:11][N:10]=2)=[CH:4][CH:3]=1.[H-].[Na+].[CH3:17]I.O, predict the reaction product. The product is: [I:1][C:2]1[CH:3]=[CH:4][C:5]([N:8]([CH3:17])[C:9]2[N:10]=[CH:11][CH:12]=[CH:13][N:14]=2)=[CH:6][CH:7]=1. (7) The product is: [OH:1][C:2]1([C:15]2[CH:16]=[CH:17][C:18]([OH:21])=[CH:19][CH:20]=2)[CH2:7][CH2:6][CH2:5][CH2:4][CH:3]1[NH:8][S:9]([CH:12]([CH3:14])[CH3:13])(=[O:11])=[O:10]. Given the reactants [OH:1][C:2]1([C:15]2[CH:20]=[CH:19][C:18]([O:21]CC3C=CC=CC=3)=[CH:17][CH:16]=2)[CH2:7][CH2:6][CH2:5][CH2:4][CH:3]1[NH:8][S:9]([CH:12]([CH3:14])[CH3:13])(=[O:11])=[O:10], predict the reaction product.